From a dataset of Full USPTO retrosynthesis dataset with 1.9M reactions from patents (1976-2016). Predict the reactants needed to synthesize the given product. (1) Given the product [C:1]([N:4]1[C:13]2[C:8](=[CH:9][C:10]([C:14]3[CH:22]=[CH:21][C:17]([C:18]([O:20][CH2:40][CH2:41][N:42]([CH3:44])[CH3:43])=[O:19])=[CH:16][N:15]=3)=[CH:11][CH:12]=2)[C@H:7]([NH:23][C:24]2[CH:29]=[CH:28][C:27]([C:30]#[N:31])=[CH:26][N:25]=2)[CH2:6][C@H:5]1[CH3:32])(=[O:3])[CH3:2], predict the reactants needed to synthesize it. The reactants are: [C:1]([N:4]1[C:13]2[C:8](=[CH:9][C:10]([C:14]3[CH:22]=[CH:21][C:17]([C:18]([OH:20])=[O:19])=[CH:16][N:15]=3)=[CH:11][CH:12]=2)[C@H:7]([NH:23][C:24]2[CH:29]=[CH:28][C:27]([C:30]#[N:31])=[CH:26][N:25]=2)[CH2:6][C@@H:5]1[CH3:32])(=[O:3])[CH3:2].C([O-])([O-])=O.[K+].[K+].Br[CH2:40][CH2:41][N:42]([CH3:44])[CH3:43]. (2) The reactants are: [Cl:1][C:2]1[N:7]=[C:6]2[NH:8][C:9]([C:11]3[S:12][C:13]4[C:19]([N:20]5[CH2:25][CH2:24][O:23][CH2:22][CH2:21]5)=[CH:18][CH:17]=[C:16]([O:26][CH3:27])[C:14]=4[N:15]=3)=[N:10][C:5]2=[CH:4][CH:3]=1.[H-].[Na+].[CH2:30](Cl)[O:31][CH3:32]. Given the product [Cl:1][C:2]1[N:7]=[C:6]2[N:8]([CH2:30][O:31][CH3:32])[C:9]([C:11]3[S:12][C:13]4[C:19]([N:20]5[CH2:25][CH2:24][O:23][CH2:22][CH2:21]5)=[CH:18][CH:17]=[C:16]([O:26][CH3:27])[C:14]=4[N:15]=3)=[N:10][C:5]2=[CH:4][CH:3]=1, predict the reactants needed to synthesize it. (3) Given the product [C:35]([O:41][CH2:42][O:1][C:2]1[CH:3]=[CH:4][C:5]2[CH2:6][C@H:7]3[N:18]([C:19]([O:21][CH2:22][C:23]4[CH:28]=[CH:27][CH:26]=[CH:25][CH:24]=4)=[O:20])[CH2:17][CH2:16][C@@:13]4([C:14]=2[CH:15]=1)[C@H:8]3[CH2:9][CH2:10][CH2:11][CH2:12]4)(=[O:40])[C:36]([CH3:39])([CH3:38])[CH3:37], predict the reactants needed to synthesize it. The reactants are: [OH:1][C:2]1[CH:3]=[CH:4][C:5]2[CH2:6][C@H:7]3[N:18]([C:19]([O:21][CH2:22][C:23]4[CH:28]=[CH:27][CH:26]=[CH:25][CH:24]=4)=[O:20])[CH2:17][CH2:16][C@@:13]4([C:14]=2[CH:15]=1)[C@H:8]3[CH2:9][CH2:10][CH2:11][CH2:12]4.C(=O)([O-])[O-].[Cs+].[Cs+].[C:35]([O:41][CH2:42]I)(=[O:40])[C:36]([CH3:39])([CH3:38])[CH3:37]. (4) Given the product [F:5][C:6]1[C:7]([C:24]2[C:32]3[O:31][CH:30]=[CH:29][C:28]=3[C:27]([F:33])=[CH:26][CH:25]=2)=[CH:8][C:9]([NH:12][C:13]2[CH:18]=[C:17]([CH2:19][S:20]([CH3:23])(=[O:21])=[N:22][C:1](=[O:3])[CH3:2])[CH:16]=[CH:15][N:14]=2)=[N:10][CH:11]=1, predict the reactants needed to synthesize it. The reactants are: [C:1](Cl)(=[O:3])[CH3:2].[F:5][C:6]1[C:7]([C:24]2[C:32]3[O:31][CH:30]=[CH:29][C:28]=3[C:27]([F:33])=[CH:26][CH:25]=2)=[CH:8][C:9]([NH:12][C:13]2[CH:18]=[C:17]([CH2:19][S:20]([CH3:23])(=[NH:22])=[O:21])[CH:16]=[CH:15][N:14]=2)=[N:10][CH:11]=1.C(N(CC)CC)C. (5) Given the product [CH3:28][N:9]1[CH2:8][C:7]2([CH2:6][C:5]3[CH:26]=[CH:27][C:2]([Br:1])=[CH:3][CH:4]=3)[N:12]([C:13](=[O:25])[N:14]([C:17]3[CH:22]=[C:21]([Cl:23])[CH:20]=[C:19]([Cl:24])[CH:18]=3)[C:15]2=[O:16])[CH2:11][CH2:10]1, predict the reactants needed to synthesize it. The reactants are: [Br:1][C:2]1[CH:27]=[CH:26][C:5]([CH2:6][C:7]23[C:15](=[O:16])[N:14]([C:17]4[CH:22]=[C:21]([Cl:23])[CH:20]=[C:19]([Cl:24])[CH:18]=4)[C:13](=[O:25])[N:12]2[CH2:11][CH2:10][NH:9][CH2:8]3)=[CH:4][CH:3]=1.[CH2:28]=O. (6) Given the product [C:1]([O:4][C:5]1([C:8]([NH:23][C:24]2[N:25]=[C:26]3[CH:31]=[CH:30][C:29]([O:32][C:33]4[CH:34]=[CH:35][C:36]([CH3:49])=[C:37]([NH:39][C:40]([C:42]5[N:46]([CH3:47])[N:45]=[C:44]([CH3:48])[CH:43]=5)=[O:41])[CH:38]=4)=[N:28][N:27]3[CH:50]=2)=[O:10])[CH2:6][CH2:7]1)(=[O:3])[CH3:2], predict the reactants needed to synthesize it. The reactants are: [C:1]([O:4][C:5]1([C:8]([OH:10])=O)[CH2:7][CH2:6]1)(=[O:3])[CH3:2].O1CCCC1.C(Cl)(=O)C(Cl)=O.Cl.[NH2:23][C:24]1[N:25]=[C:26]2[CH:31]=[CH:30][C:29]([O:32][C:33]3[CH:34]=[CH:35][C:36]([CH3:49])=[C:37]([NH:39][C:40]([C:42]4[N:46]([CH3:47])[N:45]=[C:44]([CH3:48])[CH:43]=4)=[O:41])[CH:38]=3)=[N:28][N:27]2[CH:50]=1. (7) Given the product [C:1]1([C:7]2[O:8][C:9]([CH2:22][CH2:23][CH3:24])=[C:10]([CH2:12][O:13][C:14]3[CH:15]=[CH:16][C:17]([CH2:20][O:21][C:26]4[CH:31]=[CH:30][CH:29]=[CH:28][C:27]=4[CH2:32][C:33]([O:35][CH3:36])=[O:34])=[CH:18][CH:19]=3)[N:11]=2)[CH:2]=[CH:3][CH:4]=[CH:5][CH:6]=1, predict the reactants needed to synthesize it. The reactants are: [C:1]1([C:7]2[O:8][C:9]([CH2:22][CH2:23][CH3:24])=[C:10]([CH2:12][O:13][C:14]3[CH:19]=[CH:18][C:17]([CH2:20][OH:21])=[CH:16][CH:15]=3)[N:11]=2)[CH:6]=[CH:5][CH:4]=[CH:3][CH:2]=1.O[C:26]1[CH:31]=[CH:30][CH:29]=[CH:28][C:27]=1[CH2:32][C:33]([O:35][CH3:36])=[O:34].C1(P(C2C=CC=CC=2)C2C=CC=CC=2)C=CC=CC=1.N(C(OCC)=O)=NC(OCC)=O. (8) Given the product [C:1]([C:5]1[N:9]([CH2:10][CH:11]2[CH2:16][O:15][CH2:14][CH2:13][O:12]2)[C:8]2[CH:17]=[CH:18][C:19]([N:21]([CH3:22])[S:48]([C:45]3[CH:44]=[CH:43][C:42]([NH:41][C:38](=[O:40])[CH3:39])=[CH:47][CH:46]=3)(=[O:50])=[O:49])=[CH:20][C:7]=2[N:6]=1)([CH3:2])([CH3:4])[CH3:3], predict the reactants needed to synthesize it. The reactants are: [C:1]([C:5]1[N:9]([CH2:10][CH:11]2[CH2:16][O:15][CH2:14][CH2:13][O:12]2)[C:8]2[CH:17]=[CH:18][C:19]([NH:21][C:22](=O)OC)=[CH:20][C:7]=2[N:6]=1)([CH3:4])([CH3:3])[CH3:2].Cl.CCOCC.[H-].[H-].[H-].[H-].[Li+].[Al+3].[C:38]([NH:41][C:42]1[CH:47]=[CH:46][C:45]([S:48](Cl)(=[O:50])=[O:49])=[CH:44][CH:43]=1)(=[O:40])[CH3:39]. (9) Given the product [CH3:1][O:2][C:3]1[C:4]2[N:12]=[C:11]([NH:13][C:14]3[O:31][C@:23]4([CH2:22][N:21]=3)[CH:28]3[CH2:29][CH2:30][N:25]([CH2:26][CH2:27]3)[CH2:24]4)[S:10][C:5]=2[N:6]=[C:7]([CH3:9])[N:8]=1, predict the reactants needed to synthesize it. The reactants are: [CH3:1][O:2][C:3]1[C:4]2[N:12]=[C:11]([N:13]=[C:14](SC)SC)[S:10][C:5]=2[N:6]=[C:7]([CH3:9])[N:8]=1.Cl.Cl.[NH2:21][CH2:22][C@@:23]1([OH:31])[CH:28]2[CH2:29][CH2:30][N:25]([CH2:26][CH2:27]2)[CH2:24]1.C(=O)([O-])[O-].[Cs+].[Cs+].O. (10) Given the product [OH:6][CH2:5][C:4]1[CH:3]=[C:2]([NH:1][C:17](=[O:18])[O:19][CH2:20][CH2:21][CH2:22][Cl:23])[CH:9]=[CH:8][CH:7]=1, predict the reactants needed to synthesize it. The reactants are: [NH2:1][C:2]1[CH:3]=[C:4]([CH:7]=[CH:8][CH:9]=1)[CH2:5][OH:6].C(=O)([O-])[O-].[Na+].[Na+].Cl[C:17]([O:19][CH2:20][CH2:21][CH2:22][Cl:23])=[O:18].O.